The task is: Predict the reaction yield, written as a fraction of the theoretical maximum amount of product (1.0 means a 100% yield; for example, 0.34 means a 34% yield).. This data is from Reaction yield outcomes from USPTO patents with 853,638 reactions. (1) The yield is 0.750. The product is [Br:9][C:10]1[CH:19]=[CH:18][C:17]2[C:12](=[CH:13][CH:14]=[C:15]([O:20][C@H:5]3[CH2:6][CH2:7][C@@H:2]([CH3:1])[CH2:3][CH2:4]3)[CH:16]=2)[CH:11]=1. The reactants are [CH3:1][C@H:2]1[CH2:7][CH2:6][C@H:5](O)[CH2:4][CH2:3]1.[Br:9][C:10]1[CH:11]=[C:12]2[C:17](=[CH:18][CH:19]=1)[CH:16]=[C:15]([OH:20])[CH:14]=[CH:13]2.C1C=CC(P(C2C=CC=CC=2)C2C=CC=CC=2)=CC=1.CC(OC(/N=N/C(OC(C)C)=O)=O)C. The catalyst is C1COCC1. (2) The reactants are [C:1]([O:6][CH2:7][CH3:8])(=[O:5])[CH:2]([CH3:4])[CH3:3].CN1[C:15](=[O:16])N(C)CCC1.[Li+].CC([N-][CH:23]([CH3:25])[CH3:24])C.Br[CH2:27][C:28]1[CH:33]=[CH:32][C:31]([C:34]([C:36]2[CH:41]=[CH:40][C:39]([CH2:42]Br)=[CH:38][CH:37]=2)=[O:35])=[CH:30][CH:29]=1.C1C[O:47][CH2:46][CH2:45]1. No catalyst specified. The product is [CH2:46]([O:47][C:15](=[O:16])[C:23]([CH3:24])([CH3:25])[CH2:27][C:28]1[CH:33]=[CH:32][C:31]([C:34](=[O:35])[C:36]2[CH:41]=[CH:40][C:39]([CH2:42][C:2]([C:1]([O:6][CH2:7][CH3:8])=[O:5])([CH3:4])[CH3:3])=[CH:38][CH:37]=2)=[CH:30][CH:29]=1)[CH3:45]. The yield is 0.340.